The task is: Predict the reactants needed to synthesize the given product.. This data is from Full USPTO retrosynthesis dataset with 1.9M reactions from patents (1976-2016). (1) Given the product [Cl:1][S:2]([C:5]1[CH:6]=[C:7]([CH:11]=[CH:12][CH:13]=1)[C:8]([Cl:16])=[O:9])(=[O:4])=[O:3], predict the reactants needed to synthesize it. The reactants are: [Cl:1][S:2]([C:5]1[CH:6]=[C:7]([CH:11]=[CH:12][CH:13]=1)[C:8](O)=[O:9])(=[O:4])=[O:3].S(Cl)([Cl:16])=O.ClC(Cl)C. (2) Given the product [CH2:1]([O:3][C:4](=[O:10])[CH2:5][CH2:6][C:7]1([Br:9])[CH2:8][C:11]1([Br:14])[Br:12])[CH3:2], predict the reactants needed to synthesize it. The reactants are: [CH2:1]([O:3][C:4](=[O:10])[CH2:5][CH2:6][C:7]([Br:9])=[CH2:8])[CH3:2].[CH:11]([Br:14])(Br)[Br:12].[Br-].[Br-].C([N+](C)(C)CC[N+](CC1C=CC=CC=1)(C)C)C1C=CC=CC=1.[OH-].[K+].